This data is from Full USPTO retrosynthesis dataset with 1.9M reactions from patents (1976-2016). The task is: Predict the reactants needed to synthesize the given product. Given the product [Cl:1][C:2]1[CH:10]=[C:9]2[C:5]([C:6]([C:11]3[N:12]=[C:13]4[C:19]([CH:20]=[O:21])=[CH:18][N:17]([CH2:22][O:23][CH2:24][CH2:25][Si:26]([CH3:27])([CH3:29])[CH3:28])[C:14]4=[N:15][CH:16]=3)=[N:7][N:8]2[CH3:34])=[C:4]([F:30])[CH:3]=1, predict the reactants needed to synthesize it. The reactants are: [Cl:1][C:2]1[CH:10]=[C:9]2[C:5]([C:6]([C:11]3[N:12]=[C:13]4[C:19]([CH:20]=[O:21])=[CH:18][N:17]([CH2:22][O:23][CH2:24][CH2:25][Si:26]([CH3:29])([CH3:28])[CH3:27])[C:14]4=[N:15][CH:16]=3)=[N:7][NH:8]2)=[C:4]([F:30])[CH:3]=1.[H-].[Na+].I[CH3:34].O.